Dataset: Full USPTO retrosynthesis dataset with 1.9M reactions from patents (1976-2016). Task: Predict the reactants needed to synthesize the given product. (1) The reactants are: Cl[CH2:2][C:3]1[CH:4]=[C:5]([C:8]([C:10]2[C:11]([NH:16][C@H:17]3[CH2:21][C@H:20]([O:22][Si:23]([CH:30]([CH3:32])[CH3:31])([CH:27]([CH3:29])[CH3:28])[CH:24]([CH3:26])[CH3:25])[C@@H:19]([CH2:33][OH:34])[CH2:18]3)=[N:12][CH:13]=[N:14][CH:15]=2)=[O:9])[S:6][CH:7]=1.[CH3:35][NH:36][C:37]1[CH:42]=[CH:41][CH:40]=[C:39]([Cl:43])[CH:38]=1.C([O-])([O-])=O.[K+].[K+]. Given the product [Cl:43][C:39]1[CH:38]=[C:37]([N:36]([CH2:2][C:3]2[CH:4]=[C:5]([C:8]([C:10]3[C:11]([NH:16][C@H:17]4[CH2:21][C@H:20]([O:22][Si:23]([CH:30]([CH3:32])[CH3:31])([CH:27]([CH3:28])[CH3:29])[CH:24]([CH3:25])[CH3:26])[C@@H:19]([CH2:33][OH:34])[CH2:18]4)=[N:12][CH:13]=[N:14][CH:15]=3)=[O:9])[S:6][CH:7]=2)[CH3:35])[CH:42]=[CH:41][CH:40]=1, predict the reactants needed to synthesize it. (2) Given the product [Cl:19][CH2:18][CH2:17][CH2:16][O:14][C:11]1[CH:12]=[CH:13][C:8]([I:7])=[CH:9][CH:10]=1, predict the reactants needed to synthesize it. The reactants are: C(=O)([O-])[O-].[K+].[K+].[I:7][C:8]1[CH:13]=[CH:12][C:11]([OH:14])=[CH:10][CH:9]=1.Br[CH2:16][CH2:17][CH2:18][Cl:19].